Dataset: Catalyst prediction with 721,799 reactions and 888 catalyst types from USPTO. Task: Predict which catalyst facilitates the given reaction. (1) Reactant: CS(C)=O.[H-].[Na+].[I-].[CH3:8][S+](C)C.[F:12][C:13]1[CH:18]=[C:17]([F:19])[CH:16]=[C:15]([F:20])[C:14]=1[C:21](=[O:23])[CH3:22]. Product: [F:12][C:13]1[CH:18]=[C:17]([F:19])[CH:16]=[C:15]([F:20])[C:14]=1[C:21]1([CH3:8])[CH2:22][O:23]1. The catalyst class is: 1. (2) Reactant: [C:1]1(=[O:11])[CH:5]2[CH2:6][CH2:7][CH2:8][CH2:9][N:4]2[C:3](=[O:10])[NH:2]1.N(CCCCCC)=[C:13]=O. The catalyst class is: 12. Product: [O:11]=[C:1]1[CH:5]2[CH2:6][CH2:7][CH2:8][CH2:9][N:4]2[C:3](=[O:10])[NH:2]1.[CH3:13][CH:5]([C:1]([NH2:2])=[O:11])[CH2:6][CH2:7][CH2:8][CH3:9]. (3) Reactant: [Br:1][C:2]1[CH:7]=[CH:6][C:5]([C:8]2[O:12][N:11]=[C:10]([CH3:13])[C:9]=2[C:14](Cl)=[O:15])=[CH:4][CH:3]=1.[CH3:17][Si](C=[N+]=[N-])(C)C.[BrH:24]. Product: [Br:24][CH2:17][C:14]([C:9]1[C:10]([CH3:13])=[N:11][O:12][C:8]=1[C:5]1[CH:6]=[CH:7][C:2]([Br:1])=[CH:3][CH:4]=1)=[O:15]. The catalyst class is: 10. (4) Reactant: C[C:2]1([CH3:10])[O:7][C:6](=[O:8])[CH2:5][C:4](=[O:9])O1.[S:11]1[CH:15]=[CH:14][CH:13]=[C:12]1C(O)=O.C1CCC(N=C=NC2CCCCC2)CC1. Product: [O:9]=[C:4]([C:12]1[S:11][CH:15]=[CH:14][CH:13]=1)[CH2:5][C:6]([O:7][CH2:2][CH3:10])=[O:8]. The catalyst class is: 79. (5) Reactant: [CH3:1][O:2][C:3]1[CH:10]=[CH:9][C:6]([CH2:7][OH:8])=[CH:5][CH:4]=1.CCN(CC)CC. Product: [CH3:1][O:2][C:3]1[CH:10]=[CH:9][C:6]([CH:7]=[O:8])=[CH:5][CH:4]=1.[CH3:1][O:2][C:3]1[CH:10]=[CH:9][C:6]([CH2:7][OH:8])=[CH:5][CH:4]=1. The catalyst class is: 10. (6) Reactant: [CH:1]1([CH2:4][CH:5]([C:15]#[N:16])[CH:6]([SiH:12]([CH3:14])[CH3:13])[C:7]([O:9][CH2:10][CH3:11])=[O:8])[CH2:3][CH2:2]1.[OH-].[Li+].C(O)[C:20]1[CH:25]=[CH:24]C=[CH:22][CH:21]=1.C1(N=C=NC2CCCCC2)CCCCC1.Cl. Product: [CH:1]1([CH2:4][CH:5]([C:15]#[N:16])[CH:6]([SiH:12]([CH3:13])[CH3:14])[C:7]([O:9][CH2:10][C:11]2[CH:24]=[CH:25][CH:20]=[CH:21][CH:22]=2)=[O:8])[CH2:3][CH2:2]1. The catalyst class is: 112. (7) Reactant: [Cl:1][C:2]1[CH:7]=[CH:6][C:5]([NH:8][S:9]([CH2:12][CH2:13][CH3:14])(=[O:11])=[O:10])=[C:4]([F:15])[C:3]=1[NH:16][C:17]([NH:19][C:20]1[CH:25]=[C:24](Cl)[N:23]=[CH:22][N:21]=1)=[O:18].[CH3:27][NH2:28]. Product: [Cl:1][C:2]1[CH:7]=[CH:6][C:5]([NH:8][S:9]([CH2:12][CH2:13][CH3:14])(=[O:11])=[O:10])=[C:4]([F:15])[C:3]=1[NH:16][C:17]([NH:19][C:20]1[CH:25]=[C:24]([NH:28][CH3:27])[N:23]=[CH:22][N:21]=1)=[O:18]. The catalyst class is: 26. (8) Reactant: O=C(Cl)[O:3][C:4]([Cl:7])(Cl)Cl.[CH3:9][O:10][C:11]1[C:21]([O:22][CH3:23])=[CH:20][C:14]2[CH2:15][CH2:16][NH:17][CH2:18][CH2:19][C:13]=2[CH:12]=1.C(N(CC)CC)C. Product: [CH3:9][O:10][C:11]1[C:21]([O:22][CH3:23])=[CH:20][C:14]2[CH2:15][CH2:16][N:17]([C:4]([Cl:7])=[O:3])[CH2:18][CH2:19][C:13]=2[CH:12]=1. The catalyst class is: 4. (9) Reactant: C(OC([NH:8][CH:9]([CH2:15][CH3:16])[CH:10]([OH:14])[C:11]([OH:13])=O)=O)(C)(C)C.C(Cl)CCl.C1C=CC2N(O)N=NC=2C=1.O[NH:32][C:33](=[NH:40])[C:34]1[CH:39]=[CH:38][CH:37]=[CH:36][CH:35]=1.CN1CCOCC1.C1C2C(C3ON=C(N)N=3)CN(C2)C1.[C:61]([OH:67])([C:63]([F:66])([F:65])[F:64])=[O:62]. Product: [NH2:8][C@@H:9]([CH2:15][CH3:16])[CH:10]([C:11]1[O:13][N:40]=[C:33]([C:34]2[CH:39]=[CH:38][CH:37]=[CH:36][CH:35]=2)[N:32]=1)[OH:14].[C:61]([OH:67])([C:63]([F:66])([F:65])[F:64])=[O:62]. The catalyst class is: 2. (10) Product: [Cl:19][CH2:15][C:12]1[N:13]=[C:9]([C:6]2[CH:7]=[CH:8][C:3]([O:2][CH3:1])=[CH:4][CH:5]=2)[O:10][C:11]=1[CH3:16]. Reactant: [CH3:1][O:2][C:3]1[CH:8]=[CH:7][C:6]([C:9]2[O:10][C:11]([CH3:16])=[C:12]([CH3:15])[N+:13]=2[O-])=[CH:5][CH:4]=1.P(Cl)(Cl)([Cl:19])=O.N. The catalyst class is: 22.